This data is from Catalyst prediction with 721,799 reactions and 888 catalyst types from USPTO. The task is: Predict which catalyst facilitates the given reaction. (1) Reactant: [NH2:1][C:2]1[CH:7]=[CH:6][N:5]=[C:4]([CH2:8][C:9]2[C:18]3[C:13](=[CH:14][CH:15]=[CH:16][CH:17]=3)[C:12](=[O:19])[NH:11][N:10]=2)[CH:3]=1.C(N(CC)CC)C.Cl[C:28](Cl)([O:30]C(=O)OC(Cl)(Cl)Cl)Cl. The catalyst class is: 2. Product: [N:1]([C:2]1[CH:7]=[CH:6][N:5]=[C:4]([CH2:8][C:9]2[C:18]3[C:13](=[CH:14][CH:15]=[CH:16][CH:17]=3)[C:12](=[O:19])[NH:11][N:10]=2)[CH:3]=1)=[C:28]=[O:30]. (2) Reactant: [NH:1]1[CH2:6][CH2:5][O:4][CH2:3][CH2:2]1.[NH:7]1[CH:11]=[CH:10][CH:9]=[C:8]1[CH:12]=[O:13].[CH2:14]=O. Product: [N:1]1([CH2:14][C:10]2[CH:9]=[C:8]([CH:12]=[O:13])[NH:7][CH:11]=2)[CH2:6][CH2:5][O:4][CH2:3][CH2:2]1. The catalyst class is: 15.